This data is from Reaction yield outcomes from USPTO patents with 853,638 reactions. The task is: Predict the reaction yield, written as a fraction of the theoretical maximum amount of product (1.0 means a 100% yield; for example, 0.34 means a 34% yield). (1) The reactants are [CH2:1]([O:8][C:9]([NH:11][CH2:12][C:13]1([C:20](OCC=C)=O)[CH2:18][CH2:17][CH2:16][CH2:15][C:14]1=[O:19])=[O:10])[C:2]1[CH:7]=[CH:6][CH:5]=[CH:4][CH:3]=1.[CH3:26][CH2:27]OC(C)=O. No catalyst specified. The product is [CH2:20]([C@:13]1([CH2:12][NH:11][C:9](=[O:10])[O:8][CH2:1][C:2]2[CH:3]=[CH:4][CH:5]=[CH:6][CH:7]=2)[CH2:18][CH2:17][CH2:16][CH2:15][C:14]1=[O:19])[CH:26]=[CH2:27]. The yield is 0.960. (2) The reactants are [N:1]([CH2:4][CH:5]1[CH2:9][C:8]2[CH:10]=[CH:11][CH:12]=[C:13]([C:14]3[CH:19]=[CH:18][C:17]([F:20])=[C:16]([Cl:21])[CH:15]=3)[C:7]=2[O:6]1)=[N+]=[N-]. The catalyst is [Pd]. The product is [Cl:21][C:16]1[CH:15]=[C:14]([C:13]2[C:7]3[O:6][CH:5]([CH2:4][NH2:1])[CH2:9][C:8]=3[CH:10]=[CH:11][CH:12]=2)[CH:19]=[CH:18][C:17]=1[F:20]. The yield is 0.380. (3) The reactants are [C:1]([O:4][CH2:5][C:6]1[CH:11]=[CH:10][CH:9]=[C:8](/[CH:12]=[CH:13]/[C:14](=[O:16])[CH3:15])[C:7]=1[Br:17])(=[O:3])[CH3:2]. The catalyst is C(OCC)(=O)C.[Pd]. The product is [C:1]([O:4][CH2:5][C:6]1[CH:11]=[CH:10][CH:9]=[C:8]([CH2:12][CH2:13][C:14](=[O:16])[CH3:15])[C:7]=1[Br:17])(=[O:3])[CH3:2]. The yield is 0.530. (4) The reactants are [CH3:1][O:2][C:3](=[O:27])[CH:4]([N:9]1[C:15](=[O:16])[CH2:14][CH2:13][N:12]([C:17]2[CH:22]=[CH:21][CH:20]=[C:19]([C:23]([F:26])([F:25])[F:24])[CH:18]=2)[CH2:11][CH2:10]1)[CH2:5][CH2:6][CH2:7]Br.[CH3:28][C:29]1([OH:35])[CH2:34][CH2:33][NH:32][CH2:31][CH2:30]1. No catalyst specified. The product is [CH3:1][O:2][C:3](=[O:27])[CH:4]([N:9]1[C:15](=[O:16])[CH2:14][CH2:13][N:12]([C:17]2[CH:22]=[CH:21][CH:20]=[C:19]([C:23]([F:26])([F:25])[F:24])[CH:18]=2)[CH2:11][CH2:10]1)[CH2:5][CH2:6][CH2:7][N:32]1[CH2:33][CH2:34][C:29]([OH:35])([CH3:28])[CH2:30][CH2:31]1. The yield is 0.730. (5) The reactants are [CH3:1][O:2][C:3](=[O:36])[C:4]1[CH:9]=[CH:8][C:7]([CH2:10][CH:11]([C:26]([O:28]CC2C=CC=CC=2)=[O:27])[C:12]2[CH:17]=[CH:16][C:15]([O:18]CC3C=CC=CC=3)=[CH:14][CH:13]=2)=[CH:6][CH:5]=1.CCOC(C)=O. The yield is 0.860. The product is [CH3:1][O:2][C:3](=[O:36])[C:4]1[CH:9]=[CH:8][C:7]([CH2:10][CH:11]([C:26]([OH:28])=[O:27])[C:12]2[CH:17]=[CH:16][C:15]([OH:18])=[CH:14][CH:13]=2)=[CH:6][CH:5]=1. The catalyst is CCO.[Pd]. (6) The reactants are FC(F)(F)C1C=C(NC(=O)NC2C=CC(C3SC(CCC(O)=O)=NC=3)=CC=2)C=CC=1.[C:31]([N:33]=[C:34]([NH:56][C:57]1[CH:62]=[CH:61][CH:60]=[CH:59][C:58]=1[F:63])[NH:35][C:36]1[CH:41]=[CH:40][C:39]([C:42]2[S:46][C:45]([CH2:47][CH2:48][C:49]([CH3:55])([CH3:54])[C:50]([O:52]C)=[O:51])=[N:44][CH:43]=2)=[CH:38][CH:37]=1)#[N:32]. No catalyst specified. The product is [C:31]([N:33]=[C:34]([NH:56][C:57]1[CH:62]=[CH:61][CH:60]=[CH:59][C:58]=1[F:63])[NH:35][C:36]1[CH:37]=[CH:38][C:39]([C:42]2[S:46][C:45]([CH2:47][CH2:48][C:49]([CH3:55])([CH3:54])[C:50]([OH:52])=[O:51])=[N:44][CH:43]=2)=[CH:40][CH:41]=1)#[N:32]. The yield is 0.890.